From a dataset of Catalyst prediction with 721,799 reactions and 888 catalyst types from USPTO. Predict which catalyst facilitates the given reaction. (1) Reactant: CC([N:5]([C:9]1[CH:13]=[C:12]([CH3:14])[N:11]([CH2:15][C:16]2[CH:21]=[C:20]([Cl:22])[CH:19]=[CH:18][C:17]=2[O:23][CH2:24][C:25]2[CH:30]=[CH:29][CH:28]=[CH:27][CH:26]=2)[N:10]=1)C(=O)[O-])(C)C.Cl. Product: [Cl:22][C:20]1[CH:19]=[CH:18][C:17]([O:23][CH2:24][C:25]2[CH:26]=[CH:27][CH:28]=[CH:29][CH:30]=2)=[C:16]([CH2:15][N:11]2[C:12]([CH3:14])=[CH:13][C:9]([NH2:5])=[N:10]2)[CH:21]=1. The catalyst class is: 12. (2) Reactant: [Cl:1][C:2]1[N:7]=[C:6]([CH3:8])[C:5]2[C:9](=[O:31])[NH:10][N:11]([C:12]([C:25]3[CH:30]=[CH:29][CH:28]=[CH:27][CH:26]=3)([C:19]3[CH:24]=[CH:23][CH:22]=[CH:21][CH:20]=3)[C:13]3[CH:18]=[CH:17][CH:16]=[CH:15][CH:14]=3)[C:4]=2[CH:3]=1.[C:32](=O)([O-])[O-].[K+].[K+].CI. Product: [Cl:1][C:2]1[N:7]=[C:6]([CH3:8])[C:5]2[C:9]([O:31][CH3:32])=[N:10][N:11]([C:12]([C:13]3[CH:18]=[CH:17][CH:16]=[CH:15][CH:14]=3)([C:19]3[CH:20]=[CH:21][CH:22]=[CH:23][CH:24]=3)[C:25]3[CH:26]=[CH:27][CH:28]=[CH:29][CH:30]=3)[C:4]=2[CH:3]=1. The catalyst class is: 18. (3) Reactant: [NH2:1][C:2]1[C:3]([O:17][CH2:18][CH:19]2[CH2:24][CH2:23][N:22](C(OC(C)(C)C)=O)[CH2:21][CH2:20]2)=[CH:4][C:5]([NH:8][C:9]2[CH:14]=[N:13][C:12]([C:15]#[N:16])=[CH:11][N:10]=2)=[N:6][CH:7]=1.FC(F)(F)C(O)=O. Product: [NH2:1][C:2]1[C:3]([O:17][CH2:18][CH:19]2[CH2:24][CH2:23][NH:22][CH2:21][CH2:20]2)=[CH:4][C:5]([NH:8][C:9]2[N:10]=[CH:11][C:12]([C:15]#[N:16])=[N:13][CH:14]=2)=[N:6][CH:7]=1. The catalyst class is: 4.